Dataset: Reaction yield outcomes from USPTO patents with 853,638 reactions. Task: Predict the reaction yield, written as a fraction of the theoretical maximum amount of product (1.0 means a 100% yield; for example, 0.34 means a 34% yield). The reactants are [CH2:1]1O[C:4]([N:8]2[CH2:15][CH:14]3[CH2:16][CH:10]([CH2:11][C:12](=[O:17])[CH2:13]3)[CH2:9]2)([O:5]CC)[O:3][CH2:2]1. The catalyst is OS(O)(=O)=O. The product is [O:17]=[C:12]1[CH2:11][CH:10]2[CH2:16][CH:14]([CH2:15][N:8]([C:4]([O:3][CH2:2][CH3:1])=[O:5])[CH2:9]2)[CH2:13]1. The yield is 0.881.